From a dataset of Tyrosyl-DNA phosphodiesterase HTS with 341,365 compounds. Binary Classification. Given a drug SMILES string, predict its activity (active/inactive) in a high-throughput screening assay against a specified biological target. The drug is S1\C(N(Cc2ccccc2)C(=O)C1)=N\NC(=O)COc1ccc(cc1)C. The result is 0 (inactive).